This data is from CYP2C19 inhibition data for predicting drug metabolism from PubChem BioAssay. The task is: Regression/Classification. Given a drug SMILES string, predict its absorption, distribution, metabolism, or excretion properties. Task type varies by dataset: regression for continuous measurements (e.g., permeability, clearance, half-life) or binary classification for categorical outcomes (e.g., BBB penetration, CYP inhibition). Dataset: cyp2c19_veith. (1) The drug is Cc1ccc(-n2c(C)cc(C(=O)CSc3n[nH]c(N)n3)c2C)cc1. The result is 1 (inhibitor). (2) The molecule is C[N+](C)(C)CCN(Cc1cccs1)c1ccccn1. The result is 0 (non-inhibitor). (3) The compound is O=S(=O)(NCCCCCCc1ccccc1)c1cccc2c(Cl)cccc12. The result is 1 (inhibitor). (4) The molecule is COc1cccc(N(CC(=O)Nc2cccc(C(C)=O)c2)S(C)(=O)=O)c1. The result is 1 (inhibitor). (5) The result is 0 (non-inhibitor). The drug is O=c1c(CCc2ccccc2)nc2cnc(Nc3ccccc3)nc2n1C[C@H]1CCCO1. (6) The molecule is CC1CCN(CCc2nc3cc(NC(=O)NC4CCCCC4)ccc3n2C)CC1. The result is 0 (non-inhibitor). (7) The drug is COc1ccccc1CN1CCCC2(CCN(C(C)=O)CC2)C1. The result is 0 (non-inhibitor). (8) The molecule is NC(=O)CNCCC(c1ccccc1)c1ccccc1. The result is 0 (non-inhibitor). (9) The drug is COc1cccc(-c2ccc3ncnc(Nc4ccccc4)c3c2)c1. The result is 1 (inhibitor).